Regression. Given a peptide amino acid sequence and an MHC pseudo amino acid sequence, predict their binding affinity value. This is MHC class I binding data. From a dataset of Peptide-MHC class I binding affinity with 185,985 pairs from IEDB/IMGT. (1) The peptide sequence is GTEMFRHGY. The MHC is HLA-B40:01 with pseudo-sequence HLA-B40:01. The binding affinity (normalized) is 0.0847. (2) The peptide sequence is LCYALDLLY. The MHC is HLA-A24:02 with pseudo-sequence HLA-A24:02. The binding affinity (normalized) is 0.103.